Dataset: Catalyst prediction with 721,799 reactions and 888 catalyst types from USPTO. Task: Predict which catalyst facilitates the given reaction. (1) Reactant: [NH2:1][C:2]1[CH:7]=[CH:6][C:5]([C:8]([F:11])([F:10])[F:9])=[CH:4][C:3]=1[C:12]([C:14]1[CH:19]=[CH:18][CH:17]=[C:16]([O:20][CH3:21])[C:15]=1[O:22][CH3:23])=[O:13].[BH4-].[Na+]. Product: [NH2:1][C:2]1[CH:7]=[CH:6][C:5]([C:8]([F:11])([F:10])[F:9])=[CH:4][C:3]=1[CH:12]([C:14]1[CH:19]=[CH:18][CH:17]=[C:16]([O:20][CH3:21])[C:15]=1[O:22][CH3:23])[OH:13]. The catalyst class is: 8. (2) Reactant: [C:1](Cl)(=[O:8])[C:2]1[CH:7]=[CH:6][CH:5]=[CH:4][CH:3]=1.[CH3:10][C:11]1[O:15][N:14]=[C:13]([CH2:16][OH:17])[CH:12]=1.CCN(CC)CC. Product: [C:1]([O:17][CH2:16][C:13]1[CH:12]=[C:11]([CH3:10])[O:15][N:14]=1)(=[O:8])[C:2]1[CH:7]=[CH:6][CH:5]=[CH:4][CH:3]=1. The catalyst class is: 79. (3) Reactant: [CH3:1][C:2]([CH3:20])([CH3:19])[C:3]([O:5][CH2:6][N:7]1[C:15]2[N:14]=[CH:13][NH:12][C:11]=2[C:10](=[O:16])[N:9]([CH3:17])[C:8]1=[O:18])=[O:4].C(=O)([O-])[O-].[K+].[K+].[CH2:27](Br)[C:28]#[C:29][CH3:30]. Product: [CH3:1][C:2]([CH3:20])([CH3:19])[C:3]([O:5][CH2:6][N:7]1[C:15]2[N:14]=[CH:13][N:12]([CH2:27][C:28]#[C:29][CH3:30])[C:11]=2[C:10](=[O:16])[N:9]([CH3:17])[C:8]1=[O:18])=[O:4]. The catalyst class is: 42. (4) Reactant: [CH2:1]([N:8]([C:38]([O:40][C:41]([CH3:44])([CH3:43])[CH3:42])=[O:39])[CH2:9][CH2:10][C:11]1[CH:16]=[CH:15][C:14]([S:17]([C:20]2[CH:21]=[CH:22][C:23]([O:30][CH2:31][C:32]3[CH:37]=[CH:36][CH:35]=[CH:34][CH:33]=3)=[C:24]([CH:29]=2)[C:25]([O:27]C)=[O:26])(=[O:19])=[O:18])=[CH:13][CH:12]=1)[C:2]1[CH:7]=[CH:6][CH:5]=[CH:4][CH:3]=1.[OH-].[Na+].Cl. Product: [CH2:1]([N:8]([C:38]([O:40][C:41]([CH3:44])([CH3:43])[CH3:42])=[O:39])[CH2:9][CH2:10][C:11]1[CH:12]=[CH:13][C:14]([S:17]([C:20]2[CH:21]=[CH:22][C:23]([O:30][CH2:31][C:32]3[CH:33]=[CH:34][CH:35]=[CH:36][CH:37]=3)=[C:24]([CH:29]=2)[C:25]([OH:27])=[O:26])(=[O:18])=[O:19])=[CH:15][CH:16]=1)[C:2]1[CH:7]=[CH:6][CH:5]=[CH:4][CH:3]=1. The catalyst class is: 8. (5) Reactant: [C:9](O[C:9]([O:11][C:12]([CH3:15])([CH3:14])[CH3:13])=[O:10])([O:11][C:12]([CH3:15])([CH3:14])[CH3:13])=[O:10].[Br:16][C:17]1[CH:26]=[CH:25][CH:24]=[C:23]2[C:18]=1[CH2:19][C@H:20]([CH2:28][O:29][Si:30]([C:33]([CH3:36])([CH3:35])[CH3:34])([CH3:32])[CH3:31])[NH:21][C@H:22]2[CH3:27]. Product: [Br:16][C:17]1[CH:26]=[CH:25][CH:24]=[C:23]2[C:18]=1[CH2:19][C@H:20]([CH2:28][O:29][Si:30]([C:33]([CH3:34])([CH3:36])[CH3:35])([CH3:32])[CH3:31])[N:21]([C:9]([O:11][C:12]([CH3:13])([CH3:14])[CH3:15])=[O:10])[C@H:22]2[CH3:27]. The catalyst class is: 4. (6) Product: [CH3:10][C:11]1[CH:16]=[C:15]([CH3:17])[CH:14]=[CH:13][C:12]=1[C:18]1[N:23]=[N:22][C:21]([S:24][CH2:3][C:4]2[CH:9]=[CH:8][CH:7]=[CH:6][N:5]=2)=[CH:20][CH:19]=1. The catalyst class is: 14. Reactant: Br.Br[CH2:3][C:4]1[CH:9]=[CH:8][CH:7]=[CH:6][N:5]=1.[CH3:10][C:11]1[CH:16]=[C:15]([CH3:17])[CH:14]=[CH:13][C:12]=1[C:18]1[CH:19]=[CH:20][C:21](=[S:24])[NH:22][N:23]=1.CC[O-].[Na+].